Dataset: Reaction yield outcomes from USPTO patents with 853,638 reactions. Task: Predict the reaction yield, written as a fraction of the theoretical maximum amount of product (1.0 means a 100% yield; for example, 0.34 means a 34% yield). (1) The reactants are [F:1][C:2]1[CH:3]=[C:4]2[C:8](=[CH:9][CH:10]=1)[N:7](S(C1C=CC(C)=CC=1)(=O)=O)[CH:6]=[C:5]2[S:21]([N:24]1[CH2:29][CH2:28][O:27][CH2:26][CH2:25]1)(=[O:23])=[O:22].[OH-].[K+]. The catalyst is CO. The product is [F:1][C:2]1[CH:3]=[C:4]2[C:8](=[CH:9][CH:10]=1)[NH:7][CH:6]=[C:5]2[S:21]([N:24]1[CH2:25][CH2:26][O:27][CH2:28][CH2:29]1)(=[O:22])=[O:23]. The yield is 0.950. (2) The reactants are [C:1]1([OH:7])[CH:6]=[CH:5][CH:4]=[CH:3][CH:2]=1.C1OCCOCCOCCOCCOCCOC1.C(=O)([O-])[O-].[K+].[K+].Br[CH2:33][CH2:34][CH2:35][CH2:36][CH2:37][CH2:38][C:39]([O:41][CH2:42][CH3:43])=[O:40]. The catalyst is CC(C)=O. The product is [CH2:42]([O:41][C:39](=[O:40])[CH2:38][CH2:37][CH2:36][CH2:35][CH2:34][CH2:33][O:7][C:1]1[CH:6]=[CH:5][CH:4]=[CH:3][CH:2]=1)[CH3:43]. The yield is 0.920. (3) The reactants are C([O:8][C:9]1[C:10]([CH3:26])=[C:11]([CH3:25])[C:12]([NH:16][C:17]([CH:19]2[CH2:24][CH2:23][CH2:22][CH2:21][CH2:20]2)=[O:18])=[N:13][C:14]=1[CH3:15])C1C=CC=CC=1. The catalyst is [Pd].CO.C1COCC1. The product is [OH:8][C:9]1[C:10]([CH3:26])=[C:11]([CH3:25])[C:12]([NH:16][C:17]([CH:19]2[CH2:24][CH2:23][CH2:22][CH2:21][CH2:20]2)=[O:18])=[N:13][C:14]=1[CH3:15]. The yield is 0.990.